This data is from Forward reaction prediction with 1.9M reactions from USPTO patents (1976-2016). The task is: Predict the product of the given reaction. (1) Given the reactants [CH3:1][O:2][C:3]1[CH:4]=[C:5]([CH:21]=[CH:22][C:23]=1B1OC(C)(C)C(C)(C)O1)[O:6][CH2:7][C:8]([CH3:20])([CH3:19])[C:9]([O:11][CH2:12][C:13]1[CH:18]=[CH:17][CH:16]=[CH:15][CH:14]=1)=[O:10].Br[C:34]1[CH:39]=[CH:38][C:37]([C:40]2[N:41]([CH2:49][O:50][CH2:51][CH2:52][Si:53]([CH3:56])([CH3:55])[CH3:54])[CH:42]=[C:43]([C:45]([F:48])([F:47])[F:46])[N:44]=2)=[CH:36][N:35]=1, predict the reaction product. The product is: [CH3:1][O:2][C:3]1[CH:4]=[C:5]([CH:21]=[CH:22][C:23]=1[C:34]1[CH:39]=[CH:38][C:37]([C:40]2[N:41]([CH2:49][O:50][CH2:51][CH2:52][Si:53]([CH3:56])([CH3:55])[CH3:54])[CH:42]=[C:43]([C:45]([F:46])([F:47])[F:48])[N:44]=2)=[CH:36][N:35]=1)[O:6][CH2:7][C:8]([CH3:19])([CH3:20])[C:9]([O:11][CH2:12][C:13]1[CH:14]=[CH:15][CH:16]=[CH:17][CH:18]=1)=[O:10]. (2) Given the reactants [OH-].[Na+].[CH3:3][N:4]([CH3:22])[C:5]1([C:16]2[CH:21]=[CH:20][CH:19]=[CH:18][CH:17]=2)[CH2:15][CH2:14][C:8]2([CH2:12][NH:11][C:10](=[O:13])[CH2:9]2)[CH2:7][CH2:6]1.CC1C=CC(S(O[CH2:34][CH2:35][C:36]([O:39][Si:40]([C:43]([CH3:46])([CH3:45])[CH3:44])([CH3:42])[CH3:41])([CH3:38])[CH3:37])(=O)=O)=CC=1.O, predict the reaction product. The product is: [Si:40]([O:39][C:36]([CH3:37])([CH3:38])[CH2:35][CH2:34][N:11]1[C:10](=[O:13])[CH2:9][C:8]2([CH2:7][CH2:6][C:5]([N:4]([CH3:22])[CH3:3])([C:16]3[CH:17]=[CH:18][CH:19]=[CH:20][CH:21]=3)[CH2:15][CH2:14]2)[CH2:12]1)([C:43]([CH3:44])([CH3:45])[CH3:46])([CH3:41])[CH3:42]. (3) Given the reactants [CH3:1][O:2][C:3](=[O:19])[C:4]1[C:9]([CH3:10])=[CH:8][CH:7]=[CH:6][C:5]=1[O:11][C:12]1[CH:17]=[CH:16][C:15]([F:18])=[CH:14][CH:13]=1.BrN1C(=O)CCC1=O.[CH3:28][O:29][C:30](=[O:43])[CH2:31][NH:32][S:33]([C:36]1[CH:41]=[CH:40][C:39]([CH3:42])=[CH:38][CH:37]=1)(=[O:35])=[O:34], predict the reaction product. The product is: [CH3:1][O:2][C:3](=[O:19])[C:4]1[C:9]([CH2:10][N:32]([CH2:31][C:30]([O:29][CH3:28])=[O:43])[S:33]([C:36]2[CH:37]=[CH:38][C:39]([CH3:42])=[CH:40][CH:41]=2)(=[O:35])=[O:34])=[CH:8][CH:7]=[CH:6][C:5]=1[O:11][C:12]1[CH:13]=[CH:14][C:15]([F:18])=[CH:16][CH:17]=1. (4) Given the reactants [NH2:8][CH2:7][CH2:6][S:5][S:5][CH2:6][CH2:7][NH2:8].[C:9]([O-])(=[O:39])[CH2:10][CH2:11][C@H:12]([NH:16][C:17]([C:19]1[CH:38]=[CH:37][C:22]([NH:23][CH2:24][C:25]2[N:36]=[C:35]3[C:28]([N:29]=[C:30]([NH:32][C:33]3=[O:34])[NH2:31])=[N:27][CH:26]=2)=[CH:21][CH:20]=1)=[O:18])[C:13]([OH:15])=[O:14], predict the reaction product. The product is: [CH:20]1[C:19]([C:17]([NH:16][C@H:12]([C:13]([OH:15])=[O:14])[CH2:11][CH2:10][C:9]([NH:8][CH2:7][CH2:6][SH:5])=[O:39])=[O:18])=[CH:38][CH:37]=[C:22]([NH:23][CH2:24][C:25]2[N:36]=[C:35]3[C:33]([N:32]=[C:30]([NH2:31])[NH:29][C:28]3=[N:27][CH:26]=2)=[O:34])[CH:21]=1.